The task is: Predict the reaction yield, written as a fraction of the theoretical maximum amount of product (1.0 means a 100% yield; for example, 0.34 means a 34% yield).. This data is from Reaction yield outcomes from USPTO patents with 853,638 reactions. The catalyst is CN(C=O)C. The reactants are [Br:1][C:2]1[CH:18]=[CH:17][C:5]2[C:6]3[N:10]([CH2:11][CH2:12][O:13][C:4]=2[CH:3]=1)[CH:9]=[C:8]([C:14]([OH:16])=O)[N:7]=3.[C:19]([O:23][C:24]([NH:26][NH:27][CH:28]([CH3:30])[CH3:29])=[O:25])([CH3:22])([CH3:21])[CH3:20].CCN(C(C)C)C(C)C.CN(C(ON1N=NC2C=CC=NC1=2)=[N+](C)C)C.F[P-](F)(F)(F)(F)F. The yield is 1.00. The product is [C:19]([O:23][C:24]([NH:26][N:27]([C:14]([C:8]1[N:7]=[C:6]2[N:10]([CH2:11][CH2:12][O:13][C:4]3[CH:3]=[C:2]([Br:1])[CH:18]=[CH:17][C:5]=32)[CH:9]=1)=[O:16])[CH:28]([CH3:30])[CH3:29])=[O:25])([CH3:22])([CH3:21])[CH3:20].